This data is from Full USPTO retrosynthesis dataset with 1.9M reactions from patents (1976-2016). The task is: Predict the reactants needed to synthesize the given product. (1) Given the product [CH3:26][C:27]1[N:12]([CH2:13][CH2:14][O:15][CH2:16][CH2:17][NH:18][C:19](=[O:25])[O:20][C:21]([CH3:22])([CH3:24])[CH3:23])[C:11]2[C:10]3[CH:9]=[CH:8][CH:7]=[CH:6][C:5]=3[N:4]=[CH:3][C:2]=2[N:1]=1, predict the reactants needed to synthesize it. The reactants are: [NH2:1][C:2]1[CH:3]=[N:4][C:5]2[C:10]([C:11]=1[NH:12][CH2:13][CH2:14][O:15][CH2:16][CH2:17][NH:18][C:19](=[O:25])[O:20][C:21]([CH3:24])([CH3:23])[CH3:22])=[CH:9][CH:8]=[CH:7][CH:6]=2.[C:26](OC)(OC)(OC)[CH3:27].Cl.[NH+]1C=CC=CC=1. (2) Given the product [CH:37]1([S:40]([NH:2][C:3]2[N:4]=[C:5]3[CH:10]=[CH:9][C:8]([O:11][C:12]4[CH:13]=[CH:14][C:15]([F:28])=[C:16]([NH:18][C:19]([C:21]5[N:25]([CH3:26])[N:24]=[C:23]([CH3:27])[CH:22]=5)=[O:20])[CH:17]=4)=[N:7][N:6]3[CH:29]=2)(=[O:42])=[O:41])[CH2:39][CH2:38]1, predict the reactants needed to synthesize it. The reactants are: Cl.[NH2:2][C:3]1[N:4]=[C:5]2[CH:10]=[CH:9][C:8]([O:11][C:12]3[CH:13]=[CH:14][C:15]([F:28])=[C:16]([NH:18][C:19]([C:21]4[N:25]([CH3:26])[N:24]=[C:23]([CH3:27])[CH:22]=4)=[O:20])[CH:17]=3)=[N:7][N:6]2[CH:29]=1.C(N(CC)CC)C.[CH:37]1([S:40](Cl)(=[O:42])=[O:41])[CH2:39][CH2:38]1.O. (3) Given the product [Cl:12][C:5]1[C:6]([N:8]([CH2:10][CH3:11])[CH3:9])=[N:7][C:2]([O:23][C:19]2[CH:20]=[C:21]([CH3:22])[C:16]([N+:13]([O-:15])=[O:14])=[CH:17][C:18]=2[CH3:24])=[N:3][CH:4]=1, predict the reactants needed to synthesize it. The reactants are: Cl[C:2]1[N:7]=[C:6]([N:8]([CH2:10][CH3:11])[CH3:9])[C:5]([Cl:12])=[CH:4][N:3]=1.[N+:13]([C:16]1[C:21]([CH3:22])=[CH:20][C:19]([OH:23])=[C:18]([CH3:24])[CH:17]=1)([O-:15])=[O:14].C(=O)([O-])[O-].[K+].[K+].O. (4) Given the product [NH:21]1[CH:22]=[CH:23][C:19]([NH:18][C:2]2[CH:7]=[C:6]([C:8]([F:11])([F:10])[F:9])[N:5]=[C:4]([C:12]3[CH:13]=[N:14][CH:15]=[CH:16][CH:17]=3)[N:3]=2)=[N:20]1, predict the reactants needed to synthesize it. The reactants are: Cl[C:2]1[CH:7]=[C:6]([C:8]([F:11])([F:10])[F:9])[N:5]=[C:4]([C:12]2[CH:13]=[N:14][CH:15]=[CH:16][CH:17]=2)[N:3]=1.[NH2:18][C:19]1[CH:23]=[CH:22][NH:21][N:20]=1. (5) Given the product [CH3:1][C:2]1[C:3](=[O:10])[NH:4][C:5]([S:9][CH3:15])=[N:6][C:7]=1[CH3:8], predict the reactants needed to synthesize it. The reactants are: [CH3:1][C:2]1[C:3](=[O:10])[NH:4][C:5](=[S:9])[NH:6][C:7]=1[CH3:8].[OH-].[Na+].CI.[C:15](O)(=O)C.